From a dataset of Forward reaction prediction with 1.9M reactions from USPTO patents (1976-2016). Predict the product of the given reaction. (1) The product is: [C:1]([CH2:8][N:9]1[CH2:22][CH2:21][CH2:20][NH:19][CH2:18][CH2:17][N:16]([CH2:23][C:24]([O:26][C:27]([CH3:28])([CH3:29])[CH3:30])=[O:25])[CH2:15][CH2:14][CH2:13][N:12]([CH2:31][CH2:32][C:33]2[CH:34]=[CH:35][C:36]([NH2:39])=[CH:37][CH:38]=2)[CH2:11][CH2:10]1)([O:3][C:4]([CH3:5])([CH3:6])[CH3:7])=[O:2]. Given the reactants [C:1]([CH2:8][N:9]1[CH2:22][CH2:21][CH2:20][NH:19][CH2:18][CH2:17][N:16]([CH2:23][C:24]([O:26][C:27]([CH3:30])([CH3:29])[CH3:28])=[O:25])[CH2:15][CH2:14][CH2:13][N:12]([CH2:31][CH2:32][C:33]2[CH:38]=[CH:37][C:36]([N+:39]([O-])=O)=[CH:35][CH:34]=2)[CH2:11][CH2:10]1)([O:3][C:4]([CH3:7])([CH3:6])[CH3:5])=[O:2].CCOCC, predict the reaction product. (2) Given the reactants [CH3:1][C@H:2]([NH:43][C:44]([C@@H:46]([NH:57][C:58]([C@@H:60]([NH:66][C:67]([C@@H:69]([NH:74][C:75]([CH2:77][NH:78][C:79]([C@@H:81]([NH:86][C:87]([C@@H:89]([NH:97][C:98]([C@@H:100]([NH:106][C:107]([C@H:109]1[NH:114][C:112](=[O:113])[CH2:111][CH2:110]1)=[O:108])[CH2:101][CH2:102][C:103]([NH2:105])=[O:104])=[O:99])[CH2:90][CH2:91][CH2:92][NH:93][C:94]([NH2:96])=[NH:95])=[O:88])[CH2:82][CH:83]([CH3:85])[CH3:84])=[O:80])=[O:76])[CH2:70][C:71]([NH2:73])=[O:72])=[O:68])[CH2:61][CH2:62][C:63]([NH2:65])=[O:64])=[O:59])[CH2:47][C:48]1[C:52]2[CH:53]=[CH:54][CH:55]=[CH:56][C:51]=2[NH:50][CH:49]=1)=[O:45])[C:3]([NH:5][C@H:6]([C:10]([NH:12][CH2:13][C:14]([NH:16][C@H:17]([C:24]([NH:26][C@H:27]([C:32]([NH:34][C@H:35]([C:40]([NH2:42])=[O:41])[CH2:36][CH2:37][S:38][CH3:39])=[O:33])[CH2:28][CH:29]([CH3:31])[CH3:30])=[O:25])[CH2:18][C:19]1[NH:23][CH:22]=[N:21][CH:20]=1)=[O:15])=[O:11])[CH:7]([CH3:9])[CH3:8])=[O:4].[CH3:115][C:116]1([CH3:161])[C:128](/[CH:129]=[CH:130]/[CH:131]=[CH:132]/[CH:133]=[CH:134]/[CH:135]=[C:136]2\[C:137]([CH3:155])([CH3:154])[C:138]3[C:139]4[CH:140]=[CH:141][CH:142]=[CH:143][C:144]=4[CH:145]=[CH:146][C:147]=3[N:148]\2[CH2:149][CH2:150][C:151]([OH:153])=[O:152])=[N+:127]([CH2:156][CH2:157][C:158]([OH:160])=[O:159])[C:126]2[CH:125]=[CH:124][C:123]3[CH:122]=[CH:121][CH:120]=[CH:119][C:118]=3[C:117]1=2.[Br-:162].C1C=CC2N(O)N=NC=2C=1.CC(C)N=C=NC(C)C, predict the reaction product. The product is: [CH3:115][C:116]1([CH3:161])[C:128](/[CH:129]=[CH:130]/[CH:131]=[CH:132]/[CH:133]=[CH:134]/[CH:135]=[C:136]2\[C:137]([CH3:154])([CH3:155])[C:138]3[C:139]4[CH:140]=[CH:141][CH:142]=[CH:143][C:144]=4[CH:145]=[CH:146][C:147]=3[N:148]\2[CH2:149][CH2:150][C:151]([OH:153])=[O:152])=[N+:127]([CH2:156][CH2:157][C:158]([OH:160])=[O:159])[C:126]2[CH:125]=[CH:124][C:123]3[CH:122]=[CH:121][CH:120]=[CH:119][C:118]=3[C:117]1=2.[Br-:162].[CH3:1][C@H:2]([NH:43][C:44]([C@@H:46]([NH:57][C:58]([C@@H:60]([NH:66][C:67]([C@@H:69]([NH:74][C:75]([CH2:77][NH:78][C:79]([C@@H:81]([NH:86][C:87]([C@@H:89]([NH:97][C:98]([C@@H:100]([NH:106][C:107]([C@H:109]1[NH:114][C:112](=[O:113])[CH2:111][CH2:110]1)=[O:108])[CH2:101][CH2:102][C:103]([NH2:105])=[O:104])=[O:99])[CH2:90][CH2:91][CH2:92][NH:93][C:94]([NH2:96])=[NH:95])=[O:88])[CH2:82][CH:83]([CH3:84])[CH3:85])=[O:80])=[O:76])[CH2:70][C:71]([NH2:73])=[O:72])=[O:68])[CH2:61][CH2:62][C:63]([NH2:65])=[O:64])=[O:59])[CH2:47][C:48]1[C:52]2[CH:53]=[CH:54][CH:55]=[CH:56][C:51]=2[NH:50][CH:49]=1)=[O:45])[C:3]([NH:5][C@H:6]([C:10]([NH:12][CH2:13][C:14]([NH:16][C@H:17]([C:24]([NH:26][C@H:27]([C:32]([NH:34][C@H:35]([C:40]([NH2:42])=[O:41])[CH2:36][CH2:37][S:38][CH3:39])=[O:33])[CH2:28][CH:29]([CH3:30])[CH3:31])=[O:25])[CH2:18][C:19]1[NH:23][CH:22]=[N:21][CH:20]=1)=[O:15])=[O:11])[CH:7]([CH3:8])[CH3:9])=[O:4].